From a dataset of Reaction yield outcomes from USPTO patents with 853,638 reactions. Predict the reaction yield, written as a fraction of the theoretical maximum amount of product (1.0 means a 100% yield; for example, 0.34 means a 34% yield). (1) The reactants are ClC(Cl)(O[C:5](=[O:11])OC(Cl)(Cl)Cl)Cl.[CH3:13][O:14][C:15]1[CH:20]=[CH:19][C:18]([C:21]2[N:22]=[C:23]([CH:34]3[CH2:39][CH2:38][NH:37][CH2:36][CH2:35]3)[O:24][C:25]=2[C:26]2[CH:31]=[CH:30][C:29]([O:32][CH3:33])=[CH:28][CH:27]=2)=[CH:17][CH:16]=1.C(N(CC)CC)C.Cl.[CH:48]([NH:51][OH:52])([CH3:50])[CH3:49].[Cl-].[NH4+]. The catalyst is ClCCl.O. The product is [CH3:13][O:14][C:15]1[CH:20]=[CH:19][C:18]([C:21]2[N:22]=[C:23]([CH:34]3[CH2:39][CH2:38][N:37]([C:5](=[O:11])[N:51]([CH:48]([CH3:50])[CH3:49])[OH:52])[CH2:36][CH2:35]3)[O:24][C:25]=2[C:26]2[CH:31]=[CH:30][C:29]([O:32][CH3:33])=[CH:28][CH:27]=2)=[CH:17][CH:16]=1. The yield is 0.610. (2) The reactants are [Cl:1][C:2]1[CH:7]=[CH:6][CH:5]=[CH:4][C:3]=1[C:8]1[N:9]([C:22]2[CH:27]=[CH:26][C:25]([Cl:28])=[CH:24][CH:23]=2)[CH:10]=[C:11]([C:13]([NH:15][CH:16]2[CH2:21][CH2:20][NH:19][CH2:18][CH2:17]2)=[O:14])[N:12]=1.CI.[CH3:31]CN(CC)CC. The catalyst is C(Cl)Cl. The product is [Cl:1][C:2]1[CH:7]=[CH:6][CH:5]=[CH:4][C:3]=1[C:8]1[N:9]([C:22]2[CH:23]=[CH:24][C:25]([Cl:28])=[CH:26][CH:27]=2)[CH:10]=[C:11]([C:13]([NH:15][CH:16]2[CH2:17][CH2:18][N:19]([CH3:31])[CH2:20][CH2:21]2)=[O:14])[N:12]=1. The yield is 0.280. (3) The reactants are Br[C:2]1[CH:11]=[C:10]2[C:5]([CH:6]=[CH:7][N:8]=[C:9]2Cl)=[CH:4][CH:3]=1.[NH:13]1[C:21]2[C:16](=[CH:17][C:18](B(O)O)=[CH:19][CH:20]=2)[CH:15]=[CH:14]1.C(=O)([O-])[O-].[K+].[K+]. The catalyst is CN(C)C=O. The product is [NH:13]1[C:21]2[C:16](=[CH:17][C:18]([C:9]3[C:10]4[C:5](=[CH:4][CH:3]=[C:2]([C:18]5[CH:17]=[C:16]6[C:21](=[CH:20][CH:19]=5)[NH:13][CH:14]=[CH:15]6)[CH:11]=4)[CH:6]=[CH:7][N:8]=3)=[CH:19][CH:20]=2)[CH:15]=[CH:14]1. The yield is 0.390.